This data is from Full USPTO retrosynthesis dataset with 1.9M reactions from patents (1976-2016). The task is: Predict the reactants needed to synthesize the given product. (1) Given the product [F:1][C:2]1[CH:3]=[CH:4][C:5]([C:8]2[C:13]([CH2:14]/[CH:15]=[CH:16]/[OH:17])=[C:12]([CH:21]([CH3:23])[CH3:22])[N:11]=[C:10]([N:24]([CH3:29])[S:25]([CH3:28])(=[O:27])=[O:26])[N:9]=2)=[CH:6][CH:7]=1, predict the reactants needed to synthesize it. The reactants are: [F:1][C:2]1[CH:7]=[CH:6][C:5]([C:8]2[C:13](/[CH:14]=[CH:15]/[C:16](OCC)=[O:17])=[C:12]([CH:21]([CH3:23])[CH3:22])[N:11]=[C:10]([N:24]([CH3:29])[S:25]([CH3:28])(=[O:27])=[O:26])[N:9]=2)=[CH:4][CH:3]=1.CC(C[AlH]CC(C)C)C.C(O)(=O)C.O. (2) Given the product [O:80]=[C:67]([NH:68][C:69]1[CH:70]=[CH:71][C:72]([C:75]2[N:76]=[N:77][NH:78][N:79]=2)=[CH:73][CH:74]=1)[C@@H:50]([NH:49][C:47]([C@H:44]1[CH2:43][CH2:42][C@H:41]([CH2:40][NH:39][C:37](=[O:38])[O:36][C:32]([CH3:35])([CH3:34])[CH3:33])[CH2:46][CH2:45]1)=[O:48])[CH2:51][C:52]1[CH:53]=[CH:54][C:55]([C:58]2[CH:63]=[CH:62][CH:61]=[CH:60][C:59]=2[C:64]([N:28]2[CH2:27][CH2:26][CH2:31][CH2:30][CH2:29]2)=[O:65])=[CH:56][CH:57]=1, predict the reactants needed to synthesize it. The reactants are: C(NC(C)C)(C)C.F[P-](F)(F)(F)(F)F.CN(C(ON1[C:27]2=[N:28][CH:29]=[CH:30][CH:31]=[C:26]2N=N1)=[N+](C)C)C.[C:32]([O:36][C:37]([NH:39][CH2:40][C@H:41]1[CH2:46][CH2:45][C@H:44]([C:47]([NH:49][C@H:50]([C:67](=[O:80])[NH:68][C:69]2[CH:74]=[CH:73][C:72]([C:75]3[N:76]=[N:77][NH:78][N:79]=3)=[CH:71][CH:70]=2)[CH2:51][C:52]2[CH:57]=[CH:56][C:55]([C:58]3[C:59]([C:64](O)=[O:65])=[CH:60][CH:61]=[CH:62][CH:63]=3)=[CH:54][CH:53]=2)=[O:48])[CH2:43][CH2:42]1)=[O:38])([CH3:35])([CH3:34])[CH3:33].N1CCCCC1. (3) The reactants are: [F:1][C:2]1[CH:3]=[C:4]([C:8]2[C:23](I)=[C:11]3[CH2:12][N:13]([C:16]([O:18][C:19]([CH3:22])([CH3:21])[CH3:20])=[O:17])[CH2:14][CH2:15][N:10]3[N:9]=2)[CH:5]=[CH:6][CH:7]=1.[CH3:25][N:26](C=O)C. Given the product [C:25]([C:23]1[C:8]([C:4]2[CH:5]=[CH:6][CH:7]=[C:2]([F:1])[CH:3]=2)=[N:9][N:10]2[CH2:15][CH2:14][N:13]([C:16]([O:18][C:19]([CH3:22])([CH3:21])[CH3:20])=[O:17])[CH2:12][C:11]=12)#[N:26], predict the reactants needed to synthesize it. (4) The reactants are: [C:1]([O:5][C:6]([N:8]1[CH2:11][C:10]([O:13][C:14]2[CH:15]=[C:16]3[C:25](=[CH:26][C:27]=2[C:28]([CH3:30])=[CH2:29])[O:24][CH2:23][C:22]2[N:17]3[CH:18]([CH3:32])[C:19](=[O:31])[NH:20][N:21]=2)([CH3:12])[CH2:9]1)=[O:7])([CH3:4])([CH3:3])[CH3:2]. Given the product [C:1]([O:5][C:6]([N:8]1[CH2:9][C:10]([O:13][C:14]2[CH:15]=[C:16]3[C:25](=[CH:26][C:27]=2[CH:28]([CH3:29])[CH3:30])[O:24][CH2:23][C:22]2[N:17]3[CH:18]([CH3:32])[C:19](=[O:31])[NH:20][N:21]=2)([CH3:12])[CH2:11]1)=[O:7])([CH3:4])([CH3:2])[CH3:3], predict the reactants needed to synthesize it.